This data is from Full USPTO retrosynthesis dataset with 1.9M reactions from patents (1976-2016). The task is: Predict the reactants needed to synthesize the given product. The reactants are: [C:1]([O:5][C:6]([NH:8][C:9]1([CH2:17][CH2:18][CH2:19][C:20]2[CH:25]=[CH:24][C:23]([S:26][C:27]3[CH:32]=[CH:31][CH:30]=[C:29]([OH:33])[CH:28]=3)=[CH:22][C:21]=2[Cl:34])[CH2:14][O:13][C:12]([CH3:16])([CH3:15])[O:11][CH2:10]1)=[O:7])([CH3:4])([CH3:3])[CH3:2].C(=O)([O-])[O-].[K+].[K+].[Cl:41][C:42]1[CH:43]=[C:44]([CH:47]=[CH:48][CH:49]=1)[CH2:45]Br.O. Given the product [C:1]([O:5][C:6]([NH:8][C:9]1([CH2:17][CH2:18][CH2:19][C:20]2[CH:25]=[CH:24][C:23]([S:26][C:27]3[CH:32]=[CH:31][CH:30]=[C:29]([O:33][CH2:45][C:44]4[CH:47]=[CH:48][CH:49]=[C:42]([Cl:41])[CH:43]=4)[CH:28]=3)=[CH:22][C:21]=2[Cl:34])[CH2:14][O:13][C:12]([CH3:16])([CH3:15])[O:11][CH2:10]1)=[O:7])([CH3:2])([CH3:3])[CH3:4], predict the reactants needed to synthesize it.